From a dataset of Forward reaction prediction with 1.9M reactions from USPTO patents (1976-2016). Predict the product of the given reaction. (1) Given the reactants Br[C:2]1[N:3]=[C:4]2[C:10]([C:11]([NH:13][C:14]([CH3:17])([CH3:16])[CH3:15])=[O:12])=[CH:9][N:8]([CH2:18][O:19][CH2:20][CH2:21][Si:22]([CH3:25])([CH3:24])[CH3:23])[C:5]2=[N:6][CH:7]=1.[Cl:26][C:27]1[C:35]2[C:30](=[CH:31][CH:32]=[CH:33][CH:34]=2)[NH:29][N:28]=1.CC(C)([O-])C.[Na+], predict the reaction product. The product is: [C:14]([NH:13][C:11]([C:10]1[C:4]2[C:5](=[N:6][CH:7]=[C:2]([N:29]3[C:30]4[C:35](=[CH:34][CH:33]=[CH:32][CH:31]=4)[C:27]([Cl:26])=[N:28]3)[N:3]=2)[N:8]([CH2:18][O:19][CH2:20][CH2:21][Si:22]([CH3:25])([CH3:24])[CH3:23])[CH:9]=1)=[O:12])([CH3:17])([CH3:16])[CH3:15]. (2) Given the reactants [C:1]([C:5]1[CH:23]=[C:8]2[N:9]=[C:10]([CH3:22])[C:11]([CH:14]([CH2:19][CH2:20][CH3:21])[C:15]([O:17][CH3:18])=[O:16])=[C:12](Cl)[N:7]2[N:6]=1)([CH3:4])([CH3:3])[CH3:2].[CH3:24][C:25]1[CH:30]=[C:29]([CH3:31])[CH:28]=[CH:27][C:26]=1B(O)O.C(N(C(C)C)CC)(C)C, predict the reaction product. The product is: [C:1]([C:5]1[CH:23]=[C:8]2[N:9]=[C:10]([CH3:22])[C:11]([CH:14]([CH2:19][CH2:20][CH3:21])[C:15]([O:17][CH3:18])=[O:16])=[C:12]([C:26]3[CH:27]=[CH:28][C:29]([CH3:31])=[CH:30][C:25]=3[CH3:24])[N:7]2[N:6]=1)([CH3:4])([CH3:3])[CH3:2]. (3) Given the reactants CC1(C)[O:9][C:8](=[O:10])[C:5]2([CH2:7][CH2:6]2)[C:4](=[O:11])O1.[C:13]1([CH:19]([NH2:21])[CH3:20])[CH:18]=[CH:17][CH:16]=[CH:15][CH:14]=1, predict the reaction product. The product is: [O:11]=[C:4]1[CH:5]([C:8]([OH:9])=[O:10])[CH2:7][CH2:6][N:21]1[CH:19]([C:13]1[CH:18]=[CH:17][CH:16]=[CH:15][CH:14]=1)[CH3:20]. (4) Given the reactants [C:1]([C:5]1[CH:12]=[CH:11][C:8]([CH:9]=O)=[CH:7][CH:6]=1)([O:3][CH3:4])=[O:2].[CH3:13][C:14]([CH3:16])=[O:15].[OH-:17].[Na+], predict the reaction product. The product is: [C:1]([C:5]1[CH:12]=[CH:11][C:8]([CH:9]=[CH:13][C:14](=[O:15])[CH:16]=[CH:9][C:8]2[CH:11]=[CH:12][C:5]([C:1]([O:3][CH3:4])=[O:17])=[CH:6][CH:7]=2)=[CH:7][CH:6]=1)([O:3][CH3:4])=[O:2].